This data is from Full USPTO retrosynthesis dataset with 1.9M reactions from patents (1976-2016). The task is: Predict the reactants needed to synthesize the given product. (1) Given the product [OH:19][C:14]1[CH:15]=[CH:16][CH:17]=[CH:18][C:13]=1[C:11]1[N:12]=[C:8]([CH2:7][CH2:6][CH2:5][CH2:4][C:3]([OH:21])=[O:2])[O:9][C:10]=1[CH3:20], predict the reactants needed to synthesize it. The reactants are: C[O:2][C:3](=[O:21])[CH2:4][CH2:5][CH2:6][CH2:7][C:8]1[O:9][C:10]([CH3:20])=[C:11]([C:13]2[CH:18]=[CH:17][CH:16]=[CH:15][C:14]=2[OH:19])[N:12]=1.C1COCC1.[OH-].[Na+]. (2) Given the product [CH2:1]([C:3]1[C:4]([NH:25][CH2:26][C@@H:27]([C:35]([OH:37])=[O:36])[NH:28][C:29]2[CH:34]=[CH:33][CH:32]=[CH:31][N:30]=2)=[N:5][CH:6]=[N:7][C:8]=1[N:9]1[CH2:14][CH2:13][CH:12]([C:15]2[N:24]=[C:23]3[C:18]([CH2:19][CH2:20][CH2:21][NH:22]3)=[CH:17][CH:16]=2)[CH2:11][CH2:10]1)[CH3:2], predict the reactants needed to synthesize it. The reactants are: [CH2:1]([C:3]1[C:4]([NH:25][CH2:26][C@@H:27]([C:35]([O:37]C(C)(C)C)=[O:36])[NH:28][C:29]2[CH:34]=[CH:33][CH:32]=[CH:31][N:30]=2)=[N:5][CH:6]=[N:7][C:8]=1[N:9]1[CH2:14][CH2:13][CH:12]([C:15]2[N:24]=[C:23]3[C:18]([CH2:19][CH2:20][CH2:21][NH:22]3)=[CH:17][CH:16]=2)[CH2:11][CH2:10]1)[CH3:2].FC(F)(F)C(O)=O.ClCCl.CO.O.C(O)(=O)C.C1(C)C=CC=CC=1. (3) Given the product [CH3:12][NH:13][C:14]1[C:19]([C:20]#[N:21])=[CH:18][N:17]=[C:16]([NH:35][C:34]2[CH:33]=[CH:32][C:31]([N:28]3[CH2:27][CH2:26][N:25]([CH3:24])[CH2:30][CH2:29]3)=[CH:37][CH:36]=2)[N:15]=1, predict the reactants needed to synthesize it. The reactants are: C1C=C(Cl)C=C(C(OO)=O)C=1.[CH3:12][NH:13][C:14]1[C:19]([C:20]#[N:21])=[CH:18][N:17]=[C:16](SC)[N:15]=1.[CH3:24][N:25]1[CH2:30][CH2:29][N:28]([C:31]2[CH:37]=[CH:36][C:34]([NH2:35])=[CH:33][CH:32]=2)[CH2:27][CH2:26]1.CCN(C(C)C)C(C)C. (4) Given the product [NH2:1][C:2]1[C:11]2[C:6](=[CH:7][CH:8]=[CH:9][C:10]=2[O:12][CH2:13][C@H:14]([NH:16][C:29]([CH:23]2[CH2:28][CH2:27][CH2:26][CH2:25][CH2:24]2)=[O:30])[CH3:15])[N:5]=[C:4]([CH3:17])[C:3]=1[C:18]([O:20][CH2:21][CH3:22])=[O:19], predict the reactants needed to synthesize it. The reactants are: [NH2:1][C:2]1[C:11]2[C:6](=[CH:7][CH:8]=[CH:9][C:10]=2[O:12][CH2:13][C@H:14]([NH2:16])[CH3:15])[N:5]=[C:4]([CH3:17])[C:3]=1[C:18]([O:20][CH2:21][CH3:22])=[O:19].[CH:23]1([C:29](O)=[O:30])[CH2:28][CH2:27][CH2:26][CH2:25][CH2:24]1. (5) Given the product [CH2:41]([O:44][P:45]([O:51][CH2:52][CH2:53][C:54]([CH3:58])([CH3:57])[C:55]([O:38][C@:9]([C:3]1[CH:4]=[CH:5][C:6]([F:8])=[CH:7][C:2]=1[F:1])([CH2:32][N:33]1[CH:37]=[N:36][CH:35]=[N:34]1)[C@H:10]([S:12][C@@H:13]1[CH2:18][O:17][C@@H:16](/[CH:19]=[CH:20]/[CH:21]=[CH:22]/[C:23]2[CH:30]=[CH:29][C:26]([C:27]#[N:28])=[CH:25][C:24]=2[F:31])[O:15][CH2:14]1)[CH3:11])=[O:59])([O:47][CH2:48][CH:49]=[CH2:50])=[O:46])[CH:42]=[CH2:43], predict the reactants needed to synthesize it. The reactants are: [F:1][C:2]1[CH:7]=[C:6]([F:8])[CH:5]=[CH:4][C:3]=1[C@@:9]([OH:38])([CH2:32][N:33]1[CH:37]=[N:36][CH:35]=[N:34]1)[C@H:10]([S:12][C@@H:13]1[CH2:18][O:17][C@@H:16](/[CH:19]=[CH:20]/[CH:21]=[CH:22]/[C:23]2[CH:30]=[CH:29][C:26]([C:27]#[N:28])=[CH:25][C:24]=2[F:31])[O:15][CH2:14]1)[CH3:11].[H-].[Na+].[CH2:41]([O:44][P:45]([O:51][CH2:52][CH2:53][C:54]([CH3:58])([CH3:57])[CH2:55]Cl)([O:47][CH2:48][CH:49]=[CH2:50])=[O:46])[CH:42]=[CH2:43].[O:59]1CCCC1. (6) The reactants are: [C:1]1([CH3:11])[CH:6]=[CH:5][C:4]([S:7](Cl)(=[O:9])=[O:8])=[CH:3][CH:2]=1.[OH:12][CH2:13][C:14]1([CH3:18])[CH2:17][O:16][CH2:15]1. Given the product [C:1]1([CH3:11])[CH:6]=[CH:5][C:4]([S:7]([O:12][CH2:13][C:14]2([CH3:18])[CH2:17][O:16][CH2:15]2)(=[O:9])=[O:8])=[CH:3][CH:2]=1, predict the reactants needed to synthesize it.